Task: Predict which catalyst facilitates the given reaction.. Dataset: Catalyst prediction with 721,799 reactions and 888 catalyst types from USPTO Reactant: [Cl:1][C:2]1[CH:7]=[CH:6][C:5]([S:8]([NH:11][C:12]2[CH:34]=[CH:33][C:15]3[N:16]([C:25]4[CH:30]=[CH:29][C:28]([O:31][CH3:32])=[CH:27][CH:26]=4)[C:17]([C:19]4[CH:24]=[CH:23][CH:22]=[CH:21][CH:20]=4)=[N:18][C:14]=3[CH:13]=2)(=[O:10])=[O:9])=[CH:4][CH:3]=1.[H-].[Na+].[CH3:37][O:38][C:39](=[O:46])[CH2:40][CH2:41][CH2:42][CH2:43][CH2:44]Br.O. Product: [CH3:37][O:38][C:39](=[O:46])[CH2:40][CH2:41][CH2:42][CH2:43][CH2:44][N:11]([S:8]([C:5]1[CH:6]=[CH:7][C:2]([Cl:1])=[CH:3][CH:4]=1)(=[O:10])=[O:9])[C:12]1[CH:34]=[CH:33][C:15]2[N:16]([C:25]3[CH:30]=[CH:29][C:28]([O:31][CH3:32])=[CH:27][CH:26]=3)[C:17]([C:19]3[CH:24]=[CH:23][CH:22]=[CH:21][CH:20]=3)=[N:18][C:14]=2[CH:13]=1. The catalyst class is: 9.